From a dataset of TCR-epitope binding with 47,182 pairs between 192 epitopes and 23,139 TCRs. Binary Classification. Given a T-cell receptor sequence (or CDR3 region) and an epitope sequence, predict whether binding occurs between them. (1) The epitope is FLNGSCGSV. The TCR CDR3 sequence is CASSQEAGTSAYNEQFF. Result: 1 (the TCR binds to the epitope). (2) The TCR CDR3 sequence is CASSLAAGGPYEQYF. Result: 0 (the TCR does not bind to the epitope). The epitope is TEKSNIIRGW.